This data is from Reaction yield outcomes from USPTO patents with 853,638 reactions. The task is: Predict the reaction yield, written as a fraction of the theoretical maximum amount of product (1.0 means a 100% yield; for example, 0.34 means a 34% yield). The reactants are [O:1]=[S:2]1(=[O:30])[C:7]2[CH:8]=[CH:9][CH:10]=[CH:11][C:6]=2[NH:5][C:4]([C:12]2[C:13](=[O:29])[C:14]([CH2:26][CH2:27][CH3:28])([CH2:23][CH2:24][CH3:25])[C:15]3[C:20]([C:21]=2[OH:22])=[CH:19][CH:18]=[CH:17][CH:16]=3)=[N:3]1.[OH-].[Na+:32]. The catalyst is C(#N)C.O. The product is [O:30]=[S:2]1(=[O:1])[C:7]2[CH:8]=[CH:9][CH:10]=[CH:11][C:6]=2[NH:5][C:4]([C:12]2[C:13](=[O:29])[C:14]([CH2:26][CH2:27][CH3:28])([CH2:23][CH2:24][CH3:25])[C:15]3[C:20](=[CH:19][CH:18]=[CH:17][CH:16]=3)[C:21]=2[O-:22])=[N:3]1.[Na+:32]. The yield is 1.00.